From a dataset of Forward reaction prediction with 1.9M reactions from USPTO patents (1976-2016). Predict the product of the given reaction. (1) Given the reactants [CH3:1][O:2][C:3]([C:5]1[CH:10]=[CH:9][N:8]2[CH:11]=[N:12][CH:13]=[C:7]2[C:6]=1Cl)=[O:4].[Br:15][C:16]1[CH:22]=[CH:21][C:19]([NH2:20])=[C:18]([F:23])[CH:17]=1.C1(P(C2CCCCC2)C2C=CC=CC=2C2C(OC(C)C)=CC=CC=2OC(C)C)CCCCC1.[O-]P([O-])([O-])=O.[K+].[K+].[K+], predict the reaction product. The product is: [CH3:1][O:2][C:3]([C:5]1[CH:10]=[CH:9][N:8]2[CH:11]=[N:12][CH:13]=[C:7]2[C:6]=1[NH:20][C:19]1[CH:21]=[CH:22][C:16]([Br:15])=[CH:17][C:18]=1[F:23])=[O:4]. (2) The product is: [Br:1][C:2]1[C:3]([CH3:23])=[C:4]([N:8]2[CH2:9][C:10]3[C:15](=[CH:14][C:13]([C:18]([CH3:19])([CH3:20])[CH3:21])=[CH:12][CH:11]=3)[C:16]2=[O:17])[CH:5]=[CH:6][CH:7]=1. Given the reactants [Br:1][C:2]1[C:3]([CH3:23])=[C:4]([N:8]2[C:16](=[O:17])[C:15]3[C:10](=[CH:11][CH:12]=[C:13]([C:18]([CH3:21])([CH3:20])[CH3:19])[CH:14]=3)[C:9]2=O)[CH:5]=[CH:6][CH:7]=1.[BH4-].[Na+].C(O)(C(F)(F)F)=O.C([SiH](CC)CC)C, predict the reaction product.